This data is from Full USPTO retrosynthesis dataset with 1.9M reactions from patents (1976-2016). The task is: Predict the reactants needed to synthesize the given product. Given the product [C:32]([C:28]1[CH:27]=[C:26]([O:25][C:24]2[CH:35]=[CH:36][C:21]([NH:20][C:11]([C:10]3[C:2](=[O:1])[N:3]([C:14]4[CH:19]=[CH:18][CH:17]=[CH:16][CH:15]=4)[N:4]4[CH2:9][CH2:8][O:7][CH2:6][C:5]=34)=[O:13])=[CH:22][CH:23]=2)[CH:31]=[CH:30][N:29]=1)(=[O:33])[NH2:34], predict the reactants needed to synthesize it. The reactants are: [O:1]=[C:2]1[C:10]([C:11]([OH:13])=O)=[C:5]2[CH2:6][O:7][CH2:8][CH2:9][N:4]2[N:3]1[C:14]1[CH:19]=[CH:18][CH:17]=[CH:16][CH:15]=1.[NH2:20][C:21]1[CH:36]=[CH:35][C:24]([O:25][C:26]2[CH:31]=[CH:30][N:29]=[C:28]([C:32]([NH2:34])=[O:33])[CH:27]=2)=[CH:23][CH:22]=1.C1C=NC2N(O)N=NC=2C=1.CCN=C=NCCCN(C)C.